Dataset: Reaction yield outcomes from USPTO patents with 853,638 reactions. Task: Predict the reaction yield, written as a fraction of the theoretical maximum amount of product (1.0 means a 100% yield; for example, 0.34 means a 34% yield). (1) The product is [O:14]=[C:11]1[CH:10]=[CH:9][C:8]2[C:13](=[C:4]([CH2:1][CH:2]=[O:15])[CH:5]=[CH:6][CH:7]=2)[O:12]1. The yield is 0.930. The reactants are [CH2:1]([C:4]1[CH:5]=[CH:6][CH:7]=[C:8]2[C:13]=1[O:12][C:11](=[O:14])[CH:10]=[CH:9]2)[CH:2]=C.[O:15]1CCOCC1. The catalyst is O.O=[Os](=O)(=O)=O. (2) The reactants are [CH3:1][S:2]([NH:5][C:6]1[CH:7]=[C:8]([CH:14]=[CH:15][N:16]=1)[C:9]([O:11][CH2:12][CH3:13])=[O:10])(=[O:4])=[O:3].[C:17](O[C:17]([O:19][C:20]([CH3:23])([CH3:22])[CH3:21])=[O:18])([O:19][C:20]([CH3:23])([CH3:22])[CH3:21])=[O:18]. The catalyst is CN(C1C=CN=CC=1)C.C(Cl)Cl. The product is [C:20]([O:19][C:17]([N:5]([C:6]1[CH:7]=[C:8]([CH:14]=[CH:15][N:16]=1)[C:9]([O:11][CH2:12][CH3:13])=[O:10])[S:2]([CH3:1])(=[O:3])=[O:4])=[O:18])([CH3:23])([CH3:22])[CH3:21]. The yield is 0.502. (3) The reactants are Cl.[C:2]1([S:8]([C:11]2[CH:20]=[C:19]3[C:14]([CH:15](NC)[CH2:16][CH2:17][O:18]3)=[CH:13][CH:12]=2)(=[O:10])=[O:9])[CH:7]=[CH:6][CH:5]=[CH:4][CH:3]=1.[CH:23]([NH2:25])=O.[CH:26](OCCCC)=O. No catalyst specified. The product is [C:2]1([S:8]([C:11]2[CH:20]=[C:19]3[C:14]([CH:15]([CH2:26][NH:25][CH3:23])[CH2:16][CH2:17][O:18]3)=[CH:13][CH:12]=2)(=[O:9])=[O:10])[CH:7]=[CH:6][CH:5]=[CH:4][CH:3]=1. The yield is 0.600. (4) The yield is 0.700. The product is [Cl:1][C:2]1[CH:7]=[C:6]([Cl:8])[N:5]=[C:4]([C:9]([O:11][CH3:12])=[O:10])[C:3]=1[CH:14]=[CH2:15]. The reactants are [Cl:1][C:2]1[CH:7]=[C:6]([Cl:8])[N:5]=[C:4]([C:9]([O:11][CH3:12])=[O:10])[C:3]=1I.[CH:14]([Sn](CCCC)(CCCC)CCCC)=[CH2:15]. The catalyst is ClCCCl.Cl[Pd](Cl)([P](C1C=CC=CC=1)(C1C=CC=CC=1)C1C=CC=CC=1)[P](C1C=CC=CC=1)(C1C=CC=CC=1)C1C=CC=CC=1. (5) The reactants are [NH2:1][C:2]1[CH:7]=[CH:6][C:5]([OH:8])=[CH:4][N:3]=1.CC(C)([O-])C.[K+].Cl[C:16]1[CH:21]=[CH:20][N:19]=[C:18]([C:22]([NH:24][CH3:25])=[O:23])[CH:17]=1. The catalyst is CC(N(C)C)=O. The product is [NH2:1][C:2]1[N:3]=[CH:4][C:5]([O:8][C:16]2[CH:21]=[CH:20][N:19]=[C:18]([C:22]([NH:24][CH3:25])=[O:23])[CH:17]=2)=[CH:6][CH:7]=1. The yield is 0.610. (6) The reactants are [NH:1]1[C:5]2=[N:6][CH:7]=[CH:8][CH:9]=[C:4]2[CH2:3][C:2]1=[O:10].[NH:11]1[C:19]2[C:14](=[CH:15][C:16]([CH:20]=O)=[CH:17][CH:18]=2)[CH:13]=[N:12]1. No catalyst specified. The product is [NH:11]1[C:19]2[C:14](=[CH:15][C:16](/[CH:20]=[C:3]3/[C:2](=[O:10])[NH:1][C:5]4[C:4]/3=[CH:9][CH:8]=[CH:7][N:6]=4)=[CH:17][CH:18]=2)[CH:13]=[N:12]1. The yield is 0.950. (7) The reactants are [NH2:1][C:2]1[CH:7]=[CH:6][C:5]([C:8]2[CH:24]=[CH:23][C:11]([C:12]([NH:14][CH2:15][CH2:16][N:17]3[CH2:22][CH2:21][CH2:20][CH2:19][CH2:18]3)=[O:13])=[C:10]([NH:25][CH2:26][CH3:27])[N:9]=2)=[CH:4][C:3]=1[F:28].[CH2:44]1[C:45](=O)[N:40](OC(O[N:40]2[C:45](=O)[CH2:44][CH2:43][C:41]2=[O:42])=O)[C:41](=[O:42])[CH2:43]1.C(N(CC)CC)C.C([N:61](C(OC(C)(C)C)=O)[C:62]1[CH:67]=[CH:66]C(CN)=C[N:63]=1)(OC(C)(C)C)=O.C(O)(C(F)(F)F)=O. The product is [NH2:63][C:62]1[N:61]=[CH:43][C:44]([CH2:45][NH:40][C:41](=[O:42])[NH:1][C:2]2[CH:7]=[CH:6][C:5]([C:8]3[CH:24]=[CH:23][C:11]([C:12]([NH:14][CH2:15][CH2:16][N:17]4[CH2:18][CH2:19][CH2:20][CH2:21][CH2:22]4)=[O:13])=[C:10]([NH:25][CH2:26][CH3:27])[N:9]=3)=[CH:4][C:3]=2[F:28])=[CH:66][CH:67]=1. The catalyst is C1COCC1.CN(C1C=CN=CC=1)C.C(Cl)Cl. The yield is 0.630.